Predict the reaction yield, written as a fraction of the theoretical maximum amount of product (1.0 means a 100% yield; for example, 0.34 means a 34% yield). From a dataset of Reaction yield outcomes from USPTO patents with 853,638 reactions. (1) The reactants are Br[C:2]1[CH:3]=[C:4]([O:8][CH3:9])[CH:5]=[CH:6][CH:7]=1.[C:10]1(=[O:17])[CH2:15][CH2:14][CH2:13][C:12](=[O:16])[CH2:11]1.C(=O)([O-])[O-].[K+].[K+].N1CCC[C@H]1C(O)=O. The catalyst is CS(C)=O.[Cu](I)I. The product is [CH3:9][O:8][C:4]1[CH:3]=[C:2]([CH:11]2[C:12](=[O:16])[CH2:13][CH2:14][CH2:15][C:10]2=[O:17])[CH:7]=[CH:6][CH:5]=1. The yield is 0.320. (2) The reactants are [C:1]([CH2:3][C:4]([OH:6])=O)#[N:2].C1N(P(Cl)(N2C(=O)OCC2)=O)C(=O)OC1.C(N(CC)CC)C.[NH2:29][C:30]1[C:38]2[C:33](=[N:34][CH:35]=[C:36]([Br:53])[C:37]=2[N:39]2[CH2:44][CH2:43][CH2:42][C@@H:41]([NH:45][C:46](=[O:52])[O:47][C:48]([CH3:51])([CH3:50])[CH3:49])[CH2:40]2)[NH:32][CH:31]=1. The catalyst is CC#N.O.O.CN1C(=O)CCC1. The product is [Br:53][C:36]1[C:37]([N:39]2[CH2:44][CH2:43][CH2:42][C@@H:41]([NH:45][C:46](=[O:52])[O:47][C:48]([CH3:50])([CH3:49])[CH3:51])[CH2:40]2)=[C:38]2[C:30]([NH:29][C:4](=[O:6])[CH2:3][C:1]#[N:2])=[CH:31][NH:32][C:33]2=[N:34][CH:35]=1. The yield is 0.260. (3) The reactants are O.O.[Sn](Cl)Cl.[CH3:6][C:7](=[CH2:24])[CH2:8][N:9]1[CH2:14][CH2:13][N:12]([C:15]2[CH:20]=[CH:19][C:18]([N+:21]([O-])=O)=[CH:17][CH:16]=2)[CH2:11][CH2:10]1.CCCCCC. The catalyst is C(OCC)(=O)C. The product is [CH3:24][C:7](=[CH2:6])[CH2:8][N:9]1[CH2:14][CH2:13][N:12]([C:15]2[CH:20]=[CH:19][C:18]([NH2:21])=[CH:17][CH:16]=2)[CH2:11][CH2:10]1. The yield is 0.740.